Dataset: Reaction yield outcomes from USPTO patents with 853,638 reactions. Task: Predict the reaction yield, written as a fraction of the theoretical maximum amount of product (1.0 means a 100% yield; for example, 0.34 means a 34% yield). (1) The reactants are [CH:1]1([CH:4]([O:6][C:7](=[O:34])[NH:8][C:9]2[CH:14]=[CH:13][C:12]([C:15]3[N:16]([CH:30]4[CH2:33][CH2:32][CH2:31]4)[C:17]4[C:22]([C:23]=3[C:24]#[N:25])=[CH:21][CH:20]=[C:19]([O:26][CH2:27][CH2:28]Cl)[CH:18]=4)=[CH:11][CH:10]=2)[CH3:5])[CH2:3][CH2:2]1.[I-].[Na+].[Na].[NH:38]1[CH:42]=[N:41][CH:40]=[N:39]1. The catalyst is CC#N.CN(C=O)C. The product is [CH:1]1([CH:4]([O:6][C:7](=[O:34])[NH:8][C:9]2[CH:14]=[CH:13][C:12]([C:15]3[N:16]([CH:30]4[CH2:33][CH2:32][CH2:31]4)[C:17]4[C:22]([C:23]=3[C:24]#[N:25])=[CH:21][CH:20]=[C:19]([O:26][CH2:27][CH2:28][N:38]3[CH:42]=[N:41][CH:40]=[N:39]3)[CH:18]=4)=[CH:11][CH:10]=2)[CH3:5])[CH2:3][CH2:2]1. The yield is 0.290. (2) The reactants are [C:1]([C:4]1[CH:9]=[CH:8][C:7]([N:10]=[C:11]2[S:15][CH2:14][C:13]3([CH2:19][CH2:18][CH2:17][CH2:16]3)[N:12]2[CH:20]2[CH2:24][CH2:23][CH2:22][CH2:21]2)=[C:6]([CH2:25][CH3:26])[CH:5]=1)(O)=[O:2].C[Li].[CH3:29][Si](Cl)(C)C.Cl.C([O-])(O)=O.[Na+]. The catalyst is C1COCC1. The product is [C:1]([C:4]1[CH:9]=[CH:8][C:7]([N:10]=[C:11]2[S:15][CH2:14][C:13]3([CH2:16][CH2:17][CH2:18][CH2:19]3)[N:12]2[CH:20]2[CH2:21][CH2:22][CH2:23][CH2:24]2)=[C:6]([CH2:25][CH3:26])[CH:5]=1)(=[O:2])[CH3:29]. The yield is 0.730. (3) The reactants are [CH3:1][O:2][C:3]1[CH:4]=[C:5]([SH:9])[CH:6]=[CH:7][CH:8]=1.[C:10](OCC)(=[O:15])[CH2:11][C:12]([CH3:14])=O. No catalyst specified. The product is [CH3:1][O:2][C:3]1[CH:4]=[C:5]2[C:6]([C:10](=[O:15])[CH:11]=[C:12]([CH3:14])[S:9]2)=[CH:7][CH:8]=1. The yield is 0.0400. (4) The reactants are [CH2:1]([OH:8])[C:2]1[CH:7]=[CH:6][CH:5]=[CH:4][CH:3]=1.C(=O)([O-])[O-].[K+].[K+].C1(C)C=CC=CC=1.F[C:23]1[C:24]([N+:31]([O-:33])=[O:32])=[C:25]([CH:28]=[CH:29][CH:30]=1)[NH:26][CH3:27]. The catalyst is [Br-].C([N+](CCCC)(CCCC)CCCC)CCC.O. The product is [CH2:1]([O:8][C:23]1[C:24]([N+:31]([O-:33])=[O:32])=[C:25]([CH:28]=[CH:29][CH:30]=1)[NH:26][CH3:27])[C:2]1[CH:7]=[CH:6][CH:5]=[CH:4][CH:3]=1. The yield is 1.00. (5) The reactants are [F:1][C:2]([F:7])([F:6])[C:3]([OH:5])=[O:4].[C:8]1([C:14]2[CH:19]=[C:18]([CH:20]3[CH2:25][CH2:24][NH:23][CH2:22][CH2:21]3)[CH:17]=[CH:16][C:15]=2[NH:26][C:27]([C:29]2[NH:30][CH:31]=[C:32]([C:34]#[N:35])[N:33]=2)=[O:28])[CH2:13][CH2:12][CH2:11][CH2:10][CH:9]=1.C([O-])([O-])=O.[K+].[K+].F[C:43]1[CH:48]=[CH:47][CH:46]=[CH:45][N:44]=1.CN(C)C(=O)C. The catalyst is O. The product is [F:1][C:2]([F:7])([F:6])[C:3]([OH:5])=[O:4].[C:8]1([C:14]2[CH:19]=[C:18]([CH:20]3[CH2:21][CH2:22][N:23]([C:43]4[CH:48]=[CH:47][CH:46]=[CH:45][N:44]=4)[CH2:24][CH2:25]3)[CH:17]=[CH:16][C:15]=2[NH:26][C:27]([C:29]2[NH:30][CH:31]=[C:32]([C:34]#[N:35])[N:33]=2)=[O:28])[CH2:13][CH2:12][CH2:11][CH2:10][CH:9]=1. The yield is 0.750. (6) The reactants are [H-].[Na+].COP([CH2:9][C:10]([O:12][C:13]([CH3:16])([CH3:15])[CH3:14])=[O:11])(OC)=O.[F:17][C:18]1[CH:23]=[CH:22][C:21]([C:24]2([N:27]3[CH2:32][CH2:31][C:30](=O)[CH2:29][CH2:28]3)[CH2:26][CH2:25]2)=[CH:20][CH:19]=1. The catalyst is C1COCC1. The product is [F:17][C:18]1[CH:23]=[CH:22][C:21]([C:24]2([N:27]3[CH2:28][CH2:29][C:30](=[CH:9][C:10]([O:12][C:13]([CH3:16])([CH3:15])[CH3:14])=[O:11])[CH2:31][CH2:32]3)[CH2:25][CH2:26]2)=[CH:20][CH:19]=1. The yield is 0.980. (7) The reactants are C[O:2][C:3](=[O:19])[CH2:4][C:5]1[CH:10]=[CH:9][C:8]([O:11][CH2:12][C:13]2[CH:18]=[CH:17][CH:16]=[CH:15][CH:14]=2)=[CH:7][CH:6]=1.[OH-].[Li+].Cl. The catalyst is CO.O1CCCC1. The product is [CH2:12]([O:11][C:8]1[CH:7]=[CH:6][C:5]([CH2:4][C:3]([OH:19])=[O:2])=[CH:10][CH:9]=1)[C:13]1[CH:14]=[CH:15][CH:16]=[CH:17][CH:18]=1. The yield is 0.980. (8) The reactants are [CH3:1][N:2]1[C:6]([C:7]([NH:9][C:10]2[CH:15]=[C:14]([O:16][C:17]3[CH:18]=[N:19][C:20]([NH:23][S:24]([C:27]4[CH:32]=[CH:31][C:30]([CH3:33])=[CH:29][CH:28]=4)(=[O:26])=[O:25])=[CH:21][CH:22]=3)[CH:13]=[CH:12][C:11]=2[CH3:34])=[O:8])=[CH:5][C:4]([CH3:35])=[N:3]1.C(N(CC)C(C)C)(C)C.I[CH2:46][C:47]([NH2:49])=[O:48]. The catalyst is CN(C)C=O. The product is [NH2:49][C:47](=[O:48])[CH2:46][N:19]1[C:20](=[N:23][S:24]([C:27]2[CH:32]=[CH:31][C:30]([CH3:33])=[CH:29][CH:28]=2)(=[O:25])=[O:26])[CH:21]=[CH:22][C:17]([O:16][C:14]2[CH:13]=[CH:12][C:11]([CH3:34])=[C:10]([NH:9][C:7]([C:6]3[N:2]([CH3:1])[N:3]=[C:4]([CH3:35])[CH:5]=3)=[O:8])[CH:15]=2)=[CH:18]1. The yield is 0.720. (9) The reactants are [CH2:1]=O.[CH3:3][NH:4][CH3:5].[NH:6]1[C:14]2[C:9](=[CH:10][CH:11]=[CH:12][CH:13]=2)[CH:8]=[CH:7]1. The catalyst is ClCCl. The product is [CH3:3][N:4]([CH2:1][N:6]1[C:14]2[C:9](=[CH:10][CH:11]=[CH:12][CH:13]=2)[CH:8]=[CH:7]1)[CH3:5]. The yield is 0.570. (10) The reactants are [C:1]([O:5][C:6]([NH:8][C:9]1[S:10][C:11]([CH:19]=O)=[C:12]([C:14]2[O:15][CH:16]=[CH:17][CH:18]=2)[N:13]=1)=[O:7])([CH3:4])([CH3:3])[CH3:2].[NH:21]1[CH2:26][CH2:25][O:24][CH2:23][CH2:22]1.C(O[BH-](OC(=O)C)OC(=O)C)(=O)C.[Na+].O. The product is [C:1]([O:5][C:6]([NH:8][C:9]1[S:10][C:11]([CH2:19][N:21]2[CH2:26][CH2:25][O:24][CH2:23][CH2:22]2)=[C:12]([C:14]2[O:15][CH:16]=[CH:17][CH:18]=2)[N:13]=1)=[O:7])([CH3:2])([CH3:3])[CH3:4]. The yield is 0.570. The catalyst is ClCCCl.